Dataset: Forward reaction prediction with 1.9M reactions from USPTO patents (1976-2016). Task: Predict the product of the given reaction. (1) Given the reactants C([O:8][C:9]1[CH:14]=[CH:13][C:12]([O:15][CH3:16])=[CH:11][C:10]=1[C:17]([F:20])([F:19])[F:18])C1C=CC=CC=1.[H][H], predict the reaction product. The product is: [CH3:16][O:15][C:12]1[CH:13]=[CH:14][C:9]([OH:8])=[C:10]([C:17]([F:18])([F:19])[F:20])[CH:11]=1. (2) Given the reactants [C:1]([O:5][C:6]([NH:8][CH:9]([C:13]1[CH:18]=[CH:17][C:16]([O:19][CH3:20])=[CH:15][CH:14]=1)[C:10]([OH:12])=[O:11])=[O:7])([CH3:4])([CH3:3])[CH3:2].C(=NC1CCCCC1)=NC1CCCCC1.N1(O)C2C=CC=CC=2N=N1.[N:46]12[CH2:53][CH2:52][CH:49]([CH2:50][CH2:51]1)[C@@H:48](O)[CH2:47]2, predict the reaction product. The product is: [C:1]([O:5][C:6]([NH:8][CH:9]([C:13]1[CH:18]=[CH:17][C:16]([O:19][CH3:20])=[CH:15][CH:14]=1)[C:10]([O:12][C@@H:48]1[CH:49]2[CH2:52][CH2:53][N:46]([CH2:51][CH2:50]2)[CH2:47]1)=[O:11])=[O:7])([CH3:4])([CH3:3])[CH3:2]. (3) Given the reactants [NH2:1][C:2]1[N:7]=[CH:6][C:5]([C:8]2[CH:9]=[C:10]([CH:14]=[CH:15][CH:16]=2)[C:11](O)=[O:12])=[CH:4][C:3]=1[C:17](=[O:25])[NH:18][C:19]1[CH:24]=[CH:23][N:22]=[CH:21][CH:20]=1.[CH2:26]([NH:28][CH2:29][CH3:30])[CH3:27], predict the reaction product. The product is: [NH2:1][C:2]1[N:7]=[CH:6][C:5]([C:8]2[CH:16]=[CH:15][CH:14]=[C:10]([C:11](=[O:12])[N:28]([CH2:29][CH3:30])[CH2:26][CH3:27])[CH:9]=2)=[CH:4][C:3]=1[C:17]([NH:18][C:19]1[CH:20]=[CH:21][N:22]=[CH:23][CH:24]=1)=[O:25]. (4) Given the reactants C([O:8][C:9]1[CH:10]=[C:11]2[C:15](=[CH:16][C:17]=1[O:18][CH3:19])[NH:14][CH:13]=[CH:12]2)C1C=CC=CC=1, predict the reaction product. The product is: [OH:8][C:9]1[CH:10]=[C:11]2[C:15](=[CH:16][C:17]=1[O:18][CH3:19])[NH:14][CH:13]=[CH:12]2. (5) Given the reactants C([N:8]1[CH2:13][CH2:12][O:11][C@H:10]([CH2:14][C:15]2[CH:20]=[CH:19][C:18]([OH:21])=[C:17]([Cl:22])[CH:16]=2)[CH2:9]1)(OC(C)(C)C)=O.C(=O)([O-])[O-].[K+].[K+].Br[CH2:30][C:31]1[CH2:32][N:33]([CH3:36])[O:34][CH:35]=1.C1(S)C=CC=CC=1.C(=O)([O-])[O-].C(N(C(C)C)CC)(C)C, predict the reaction product. The product is: [Cl:22][C:17]1[CH:16]=[C:15]([CH:20]=[CH:19][C:18]=1[O:21][CH2:30][C:31]1[CH2:32][N:33]([CH3:36])[O:34][CH:35]=1)[CH2:14][C@H:10]1[O:11][CH2:12][CH2:13][NH:8][CH2:9]1. (6) Given the reactants [Cl:1][C:2]1[N:11]=[CH:10][C:9]2[NH:8][CH2:7][CH:6]3[CH2:12][O:13][CH2:14][CH2:15][N:5]3[C:4]=2[N:3]=1.N1CCOC[C@H]1C(O)=O, predict the reaction product. The product is: [Cl:1][C:2]1[N:11]=[CH:10][C:9]2[NH:8][CH2:7][C@@H:6]3[CH2:12][O:13][CH2:14][CH2:15][N:5]3[C:4]=2[N:3]=1.